Dataset: Forward reaction prediction with 1.9M reactions from USPTO patents (1976-2016). Task: Predict the product of the given reaction. (1) Given the reactants [Br:1][C:2]1[CH:9]=[C:8]([F:10])[C:5](C=O)=[C:4]([F:11])[CH:3]=1.[NH2:12][CH2:13][C:14]1[CH:21]=[CH:20][C:17]([C:18]#[N:19])=[CH:16][CH:15]=1.C(O)C.[O:25]1[CH2:30][CH2:29][O:28][CH2:27][CH2:26]1, predict the reaction product. The product is: [Br:1][C:2]1[CH:9]=[C:8]([F:10])[C:5]([CH:29]([O:28][CH2:27][CH3:26])[C:30]([NH:19][CH2:18][C:17]2[CH:20]=[CH:21][C:14]([C:13]#[N:12])=[CH:15][CH:16]=2)=[O:25])=[C:4]([F:11])[CH:3]=1. (2) Given the reactants [F:1][C:2]1[CH:7]=[CH:6][CH:5]=[C:4]([F:8])[C:3]=1[N:9]1[C:14]2[N:15]=[C:16](S(C)=O)[N:17]=[C:18]([C:19]3[CH:20]=[C:21]([CH:28]=[CH:29][C:30]=3[CH3:31])[C:22]([NH:24][CH:25]([CH3:27])[CH3:26])=[O:23])[C:13]=2[CH2:12][NH:11][C:10]1=[O:35].[NH2:36][CH2:37][CH2:38][N:39]([CH3:47])[C:40](=[O:46])[O:41][C:42]([CH3:45])([CH3:44])[CH3:43].C(N(CC)C(C)C)(C)C, predict the reaction product. The product is: [F:1][C:2]1[CH:7]=[CH:6][CH:5]=[C:4]([F:8])[C:3]=1[N:9]1[C:14]2[N:15]=[C:16]([NH:36][CH2:37][CH2:38][N:39]([CH3:47])[C:40](=[O:46])[O:41][C:42]([CH3:43])([CH3:44])[CH3:45])[N:17]=[C:18]([C:19]3[CH:20]=[C:21]([C:22]([NH:24][CH:25]([CH3:27])[CH3:26])=[O:23])[CH:28]=[CH:29][C:30]=3[CH3:31])[C:13]=2[CH2:12][NH:11][C:10]1=[O:35]. (3) Given the reactants Cl.[NH2:2][CH:3]1[CH2:15][CH2:14][C:13]2[N:12]([CH2:16][C:17]3[CH:22]=[CH:21][CH:20]=[C:19]([F:23])[CH:18]=3)[C:11]3[CH:10]=[CH:9][C:8]([C:24]#[N:25])=[CH:7][C:6]=3[C:5]=2[CH2:4]1.C(N(CC)CC)C.[CH:33]1([S:36](Cl)(=[O:38])=[O:37])[CH2:35][CH2:34]1, predict the reaction product. The product is: [C:24]([C:8]1[CH:7]=[C:6]2[C:11](=[CH:10][CH:9]=1)[N:12]([CH2:16][C:17]1[CH:22]=[CH:21][CH:20]=[C:19]([F:23])[CH:18]=1)[C:13]1[CH2:14][CH2:15][CH:3]([NH:2][S:36]([CH:33]3[CH2:35][CH2:34]3)(=[O:38])=[O:37])[CH2:4][C:5]2=1)#[N:25].